From a dataset of Reaction yield outcomes from USPTO patents with 853,638 reactions. Predict the reaction yield, written as a fraction of the theoretical maximum amount of product (1.0 means a 100% yield; for example, 0.34 means a 34% yield). (1) The reactants are [CH3:1][C:2]1([CH3:10])[CH2:8][C:7](=[O:9])[O:6][C:4](=[O:5])[CH2:3]1.[CH3:11][C:12]([O-:15])([CH3:14])[CH3:13].[K+]. The catalyst is C1COCC1.CCOCC. The product is [C:12]([O:15][C:7](=[O:9])[CH2:8][C:2]([CH3:10])([CH3:1])[CH2:3][C:4]([OH:6])=[O:5])([CH3:14])([CH3:13])[CH3:11]. The yield is 0.690. (2) The reactants are Br[CH2:2][CH2:3][CH2:4][CH2:5][CH2:6][CH2:7][CH2:8][C:9]([C:11]1[CH:20]=[CH:19][C:18]2[C:13](=[CH:14][CH:15]=[CH:16][CH:17]=2)[CH:12]=1)=[O:10].[C:21]1([NH2:28])[CH:26]=[CH:25][CH:24]=[CH:23][C:22]=1[NH2:27].C(N(CC)C(C)C)(C)C.C(=O)(O)[O-].[Na+]. The catalyst is C1(C)C=CC=CC=1.CN(C=O)C. The product is [NH2:27][C:22]1[CH:23]=[CH:24][CH:25]=[CH:26][C:21]=1[NH:28][CH2:2][CH2:3][CH2:4][CH2:5][CH2:6][CH2:7][CH2:8][C:9]([C:11]1[CH:20]=[CH:19][C:18]2[C:13](=[CH:14][CH:15]=[CH:16][CH:17]=2)[CH:12]=1)=[O:10]. The yield is 0.0300. (3) The reactants are C([O:8][C:9]1[CH:18]=[C:17]2[C:12]([C:13](=[O:27])[N:14]([CH2:19][O:20][C:21](=[O:26])[C:22]([CH3:25])([CH3:24])[CH3:23])[CH:15]=[N:16]2)=[CH:11][C:10]=1[O:28][CH3:29])C1C=CC=CC=1. The catalyst is [Pd].C(OCC)(=O)C.CN(C=O)C.CO.C(O)(=O)C. The product is [OH:8][C:9]1[CH:18]=[C:17]2[C:12]([C:13](=[O:27])[N:14]([CH2:19][O:20][C:21](=[O:26])[C:22]([CH3:23])([CH3:24])[CH3:25])[CH:15]=[N:16]2)=[CH:11][C:10]=1[O:28][CH3:29]. The yield is 0.800. (4) The reactants are [CH3:1][O:2][C:3]([C:5]1[S:6][C:7]([C:11]#[C:12][C:13]([CH3:16])([CH3:15])[CH3:14])=[CH:8][C:9]=1Br)=[O:4].C([O-])([O-])=O.[K+].[K+].[CH:23]1([CH:29]2[NH:34][C:33](=[O:35])[CH2:32][O:31][CH2:30]2)[CH2:28][CH2:27][CH2:26][CH2:25][CH2:24]1. The catalyst is [Cu]I.O1CCOCC1. The product is [CH3:1][O:2][C:3]([C:5]1[S:6][C:7]([C:11]#[C:12][C:13]([CH3:16])([CH3:15])[CH3:14])=[CH:8][C:9]=1[N:34]1[C:33](=[O:35])[CH2:32][O:31][CH2:30][C@H:29]1[CH:23]1[CH2:28][CH2:27][CH2:26][CH2:25][CH2:24]1)=[O:4]. The yield is 0.500. (5) The reactants are [CH2:1]([O:8][C:9]1[CH:24]=[CH:23][C:12]([C:13]([NH:15]OC=CC(OC)=O)=[NH:14])=[C:11]([F:25])[CH:10]=1)[C:2]1[CH:7]=[CH:6][CH:5]=[CH:4][CH:3]=1.[CH3:26]CCCCC.[C:32]([O:35][CH2:36]C)(=[O:34])[CH3:33]. The catalyst is C1(C2C=CC=CC=2)C=CC=CC=1.CCOCC. The product is [CH2:1]([O:8][C:9]1[CH:24]=[CH:23][C:12]([C:13]2[NH:14][CH:26]=[C:33]([C:32]([O:35][CH3:36])=[O:34])[N:15]=2)=[C:11]([F:25])[CH:10]=1)[C:2]1[CH:3]=[CH:4][CH:5]=[CH:6][CH:7]=1. The yield is 0.600. (6) The reactants are [Cl:1][C:2]1[CH:3]=[C:4]([N:10]2[CH:14]=[N:13][C:12]([C:15]([OH:17])=O)=[N:11]2)[CH:5]=[C:6]([Cl:9])[C:7]=1[OH:8].C(N(CC)CC)C.Cl.CN(C)CCCN=C=NCC.OC1C=CC=C[N+]=1[O-].[CH3:45][NH:46][CH2:47][C:48]1[CH:53]=[CH:52][CH:51]=[C:50]([C:54]([F:57])([F:56])[F:55])[CH:49]=1. The catalyst is CN(C=O)C. The product is [Cl:9][C:6]1[CH:5]=[C:4]([N:10]2[CH:14]=[N:13][C:12]([C:15]([N:46]([CH3:45])[CH2:47][C:48]3[CH:53]=[CH:52][CH:51]=[C:50]([C:54]([F:55])([F:56])[F:57])[CH:49]=3)=[O:17])=[N:11]2)[CH:3]=[C:2]([Cl:1])[C:7]=1[OH:8]. The yield is 0.630. (7) The reactants are CO[C:3](=[O:28])[C:4]1[CH:9]=[CH:8][C:7]([O:10][CH2:11][C:12]2[C:13]([C:21]3[CH:26]=[CH:25][C:24]([F:27])=[CH:23][CH:22]=3)=[N:14][O:15][C:16]=2[C:17]([F:20])([F:19])[F:18])=[N:6][CH:5]=1.COC(=O)C1C=CC(OCC2C(C3C=CC=C(F)C=3)=NOC=2C)=NC=1.[CH:54]1([NH2:57])[CH2:56][CH2:55]1. No catalyst specified. The product is [CH:54]1([NH:57][C:3](=[O:28])[C:4]2[CH:9]=[CH:8][C:7]([O:10][CH2:11][C:12]3[C:13]([C:21]4[CH:22]=[CH:23][C:24]([F:27])=[CH:25][CH:26]=4)=[N:14][O:15][C:16]=3[C:17]([F:20])([F:18])[F:19])=[N:6][CH:5]=2)[CH2:56][CH2:55]1. The yield is 0.540.